Dataset: NCI-60 drug combinations with 297,098 pairs across 59 cell lines. Task: Regression. Given two drug SMILES strings and cell line genomic features, predict the synergy score measuring deviation from expected non-interaction effect. (1) Drug 1: CC1OCC2C(O1)C(C(C(O2)OC3C4COC(=O)C4C(C5=CC6=C(C=C35)OCO6)C7=CC(=C(C(=C7)OC)O)OC)O)O. Synergy scores: CSS=52.2, Synergy_ZIP=14.9, Synergy_Bliss=18.7, Synergy_Loewe=13.0, Synergy_HSA=19.4. Cell line: SNB-75. Drug 2: CC1C(C(CC(O1)OC2CC(CC3=C2C(=C4C(=C3O)C(=O)C5=C(C4=O)C(=CC=C5)OC)O)(C(=O)C)O)N)O.Cl. (2) Drug 2: C(=O)(N)NO. Drug 1: C1=NC2=C(N1)C(=S)N=C(N2)N. Synergy scores: CSS=22.2, Synergy_ZIP=-11.0, Synergy_Bliss=-6.09, Synergy_Loewe=-4.93, Synergy_HSA=-4.75. Cell line: IGROV1.